From a dataset of Forward reaction prediction with 1.9M reactions from USPTO patents (1976-2016). Predict the product of the given reaction. (1) Given the reactants C[O:2][C:3](=[O:28])[CH2:4][NH:5][C:6]([C:8]1[N:9]=[C:10]([C:22]2[CH:27]=[CH:26][CH:25]=[CH:24][CH:23]=2)[C:11]2[C:16]([C:17]=1[O:18][C:19](=[O:21])[CH3:20])=[CH:15][CH:14]=[CH:13][CH:12]=2)=[O:7].Cl.C([O-])(O)=O.[Na+], predict the reaction product. The product is: [C:19]([O:18][C:17]1[C:16]2[C:11](=[CH:12][CH:13]=[CH:14][CH:15]=2)[C:10]([C:22]2[CH:27]=[CH:26][CH:25]=[CH:24][CH:23]=2)=[N:9][C:8]=1[C:6]([NH:5][CH2:4][C:3]([OH:28])=[O:2])=[O:7])(=[O:21])[CH3:20]. (2) Given the reactants [CH2:1]([O:3][C:4]([C:6]1([C:9]2[CH:14]=[CH:13][C:12]([C:15]3[CH:20]=[CH:19][C:18]([C:21]4[O:25][N:24]=[C:23]([CH3:26])[C:22]=4[NH2:27])=[CH:17][CH:16]=3)=[CH:11][CH:10]=2)[CH2:8][CH2:7]1)=[O:5])[CH3:2].Br[C:29]1[CH:34]=[CH:33][CH:32]=[C:31]([CH2:35][C:36]2[CH:41]=[CH:40][CH:39]=[C:38]([F:42])[CH:37]=2)[N:30]=1, predict the reaction product. The product is: [CH2:1]([O:3][C:4]([C:6]1([C:9]2[CH:10]=[CH:11][C:12]([C:15]3[CH:20]=[CH:19][C:18]([C:21]4[O:25][N:24]=[C:23]([CH3:26])[C:22]=4[NH:27][C:29]4[CH:34]=[CH:33][CH:32]=[C:31]([CH2:35][C:36]5[CH:41]=[CH:40][CH:39]=[C:38]([F:42])[CH:37]=5)[N:30]=4)=[CH:17][CH:16]=3)=[CH:13][CH:14]=2)[CH2:8][CH2:7]1)=[O:5])[CH3:2]. (3) Given the reactants [CH2:1]([O:8][C:9]1[CH:10]=[CH:11][C:12]([C:15]([C:17]2[C:22](F)=[CH:21][CH:20]=[CH:19][N:18]=2)=O)=[N:13][CH:14]=1)[C:2]1[CH:7]=[CH:6][CH:5]=[CH:4][CH:3]=1.O.[NH2:25][NH2:26], predict the reaction product. The product is: [CH2:1]([O:8][C:9]1[CH:10]=[CH:11][C:12]([C:15]2[C:17]3=[N:18][CH:19]=[CH:20][CH:21]=[C:22]3[NH:26][N:25]=2)=[N:13][CH:14]=1)[C:2]1[CH:7]=[CH:6][CH:5]=[CH:4][CH:3]=1. (4) Given the reactants [C:1]1([CH2:7][CH2:8][CH:9]2[CH2:14][CH:13]([C:15]([O:17][CH3:18])=[O:16])[CH2:12][CH2:11][NH:10]2)[CH:6]=[CH:5][CH:4]=[CH:3][CH:2]=1.Br[CH2:20][C:21]([O:23][CH2:24][CH3:25])=[O:22].C([O-])([O-])=O.[K+].[K+], predict the reaction product. The product is: [CH2:24]([O:23][C:21](=[O:22])[CH2:20][N:10]1[CH2:11][CH2:12][CH:13]([C:15]([O:17][CH3:18])=[O:16])[CH2:14][CH:9]1[CH2:8][CH2:7][C:1]1[CH:6]=[CH:5][CH:4]=[CH:3][CH:2]=1)[CH3:25]. (5) The product is: [CH:1]1([CH2:4][O:5][C:6]2[N:11]=[C:10]([C:12]([NH:30][CH2:29][C:27]3[O:26][N:25]=[C:24]([C:23]([F:32])([F:31])[F:22])[N:28]=3)=[O:14])[CH:9]=[CH:8][C:7]=2[N:15]2[CH2:18][C:17]([F:20])([F:19])[CH2:16]2)[CH2:2][CH2:3]1. Given the reactants [CH:1]1([CH2:4][O:5][C:6]2[N:11]=[C:10]([C:12]([OH:14])=O)[CH:9]=[CH:8][C:7]=2[N:15]2[CH2:18][C:17]([F:20])([F:19])[CH2:16]2)[CH2:3][CH2:2]1.Cl.[F:22][C:23]([F:32])([F:31])[C:24]1[N:28]=[C:27]([CH2:29][NH2:30])[O:26][N:25]=1.CN(C(ON1N=NC2C=CC=CC1=2)=[N+](C)C)C.[B-](F)(F)(F)F.CCN(C(C)C)C(C)C, predict the reaction product. (6) Given the reactants [CH:1]([C:3]1[CH:15]=[CH:14][C:13]([O:16][CH2:17][C:18]2[C:19]([CH3:30])=[C:20]([C:24]3[CH:29]=[CH:28][CH:27]=[CH:26][CH:25]=3)[CH:21]=[CH:22][CH:23]=2)=[CH:12][C:4]=1[O:5][CH2:6][CH2:7][CH2:8][CH2:9][C:10]#[N:11])=O.[NH2:31][C@H:32]([CH2:36][OH:37])[C:33]([OH:35])=[O:34].C([BH3-])#N.[Na+], predict the reaction product. The product is: [C:10]([CH2:9][CH2:8][CH2:7][CH2:6][O:5][C:4]1[CH:12]=[C:13]([O:16][CH2:17][C:18]2[C:19]([CH3:30])=[C:20]([C:24]3[CH:29]=[CH:28][CH:27]=[CH:26][CH:25]=3)[CH:21]=[CH:22][CH:23]=2)[CH:14]=[CH:15][C:3]=1[CH2:1][NH:31][C@H:32]([CH2:36][OH:37])[C:33]([OH:35])=[O:34])#[N:11]. (7) Given the reactants C[N:2]([CH3:22])[CH:3]=[CH:4][C:5]([C:7]1[CH:8]=[C:9]([N:13]([CH2:19][C:20]#[CH:21])[C:14]([CH:16]2[CH2:18][CH2:17]2)=[O:15])[CH:10]=[CH:11][CH:12]=1)=O.NC1[C:28]([C:29]([C:31]2[S:32][CH:33]=[CH:34][CH:35]=2)=[O:30])=[CH:27][NH:26][N:25]=1, predict the reaction product. The product is: [CH2:19]([N:13]([C:9]1[CH:10]=[CH:11][CH:12]=[C:7]([C:5]2[N:25]3[N:26]=[CH:27][C:28]([C:29]([C:31]4[S:32][CH:33]=[CH:34][CH:35]=4)=[O:30])=[C:22]3[N:2]=[CH:3][CH:4]=2)[CH:8]=1)[C:14]([CH:16]1[CH2:17][CH2:18]1)=[O:15])[C:20]#[CH:21]. (8) Given the reactants [CH3:1][N:2]1[C:6]([NH:7][C:8]([O:10][C@@H:11]([C:13]2[CH:18]=[CH:17][CH:16]=[CH:15][CH:14]=2)[CH3:12])=[O:9])=[C:5]([C:19]2[CH:24]=[CH:23][C:22]([C:25]3([C:28]([O:30]C)=[O:29])[CH2:27][CH2:26]3)=[CH:21][CH:20]=2)[CH:4]=[N:3]1.[OH-].[Li+], predict the reaction product. The product is: [CH3:1][N:2]1[C:6]([NH:7][C:8]([O:10][C@@H:11]([C:13]2[CH:18]=[CH:17][CH:16]=[CH:15][CH:14]=2)[CH3:12])=[O:9])=[C:5]([C:19]2[CH:20]=[CH:21][C:22]([C:25]3([C:28]([OH:30])=[O:29])[CH2:27][CH2:26]3)=[CH:23][CH:24]=2)[CH:4]=[N:3]1. (9) Given the reactants [OH:1][CH:2]1[CH2:7][CH2:6][NH:5][CH2:4][CH2:3]1.Cl[CH2:9][C:10]1[CH:15]=[C:14]([C:16]([NH:18][C:19]2[S:20][C:21]([C:29]3[CH:34]=[CH:33][N:32]=[CH:31][CH:30]=3)=[C:22]([C:24]3[O:25][CH:26]=[CH:27][CH:28]=3)[N:23]=2)=[O:17])[CH:13]=[CH:12][N:11]=1, predict the reaction product. The product is: [O:25]1[CH:26]=[CH:27][CH:28]=[C:24]1[C:22]1[N:23]=[C:19]([NH:18][C:16]([C:14]2[CH:13]=[CH:12][N:11]=[C:10]([CH2:9][N:5]3[CH2:6][CH2:7][CH:2]([OH:1])[CH2:3][CH2:4]3)[CH:15]=2)=[O:17])[S:20][C:21]=1[C:29]1[CH:30]=[CH:31][N:32]=[CH:33][CH:34]=1.